Dataset: Peptide-MHC class I binding affinity with 185,985 pairs from IEDB/IMGT. Task: Regression. Given a peptide amino acid sequence and an MHC pseudo amino acid sequence, predict their binding affinity value. This is MHC class I binding data. (1) The peptide sequence is LMDCIIFES. The MHC is HLA-A02:01 with pseudo-sequence HLA-A02:01. The binding affinity (normalized) is 0.576. (2) The peptide sequence is RIIRPDYFT. The MHC is HLA-A02:01 with pseudo-sequence HLA-A02:01. The binding affinity (normalized) is 0.0156. (3) The MHC is HLA-B27:03 with pseudo-sequence HLA-B27:03. The peptide sequence is SQVRVPTVF. The binding affinity (normalized) is 0.0847. (4) The binding affinity (normalized) is 0.482. The peptide sequence is SLFYTIATI. The MHC is HLA-A02:02 with pseudo-sequence HLA-A02:02. (5) The peptide sequence is QIFEVYWYL. The MHC is HLA-B51:01 with pseudo-sequence HLA-B51:01. The binding affinity (normalized) is 0.203. (6) The peptide sequence is NPLTLTAAV. The MHC is HLA-B07:02 with pseudo-sequence HLA-B07:02. The binding affinity (normalized) is 0.714. (7) The peptide sequence is WLLVFACSAV. The MHC is HLA-A02:01 with pseudo-sequence HLA-A02:01. The binding affinity (normalized) is 0.334. (8) The binding affinity (normalized) is 0.0847. The peptide sequence is REVFDYLLP. The MHC is HLA-B18:01 with pseudo-sequence HLA-B18:01. (9) The peptide sequence is KTTIKFHPW. The MHC is HLA-B58:01 with pseudo-sequence HLA-B58:01. The binding affinity (normalized) is 0.643.